Task: Regression. Given two drug SMILES strings and cell line genomic features, predict the synergy score measuring deviation from expected non-interaction effect.. Dataset: NCI-60 drug combinations with 297,098 pairs across 59 cell lines (1) Drug 1: CC1=C(C=C(C=C1)NC(=O)C2=CC=C(C=C2)CN3CCN(CC3)C)NC4=NC=CC(=N4)C5=CN=CC=C5. Drug 2: COC1=C2C(=CC3=C1OC=C3)C=CC(=O)O2. Cell line: OVCAR-4. Synergy scores: CSS=-0.304, Synergy_ZIP=-0.902, Synergy_Bliss=-1.32, Synergy_Loewe=-3.64, Synergy_HSA=-3.18. (2) Drug 1: COC1=NC(=NC2=C1N=CN2C3C(C(C(O3)CO)O)O)N. Drug 2: C1CN(P(=O)(OC1)NCCCl)CCCl. Cell line: M14. Synergy scores: CSS=0.526, Synergy_ZIP=5.71, Synergy_Bliss=15.1, Synergy_Loewe=3.86, Synergy_HSA=4.42. (3) Drug 1: C1=NC2=C(N=C(N=C2N1C3C(C(C(O3)CO)O)F)Cl)N. Drug 2: CC1CCC2CC(C(=CC=CC=CC(CC(C(=O)C(C(C(=CC(C(=O)CC(OC(=O)C3CCCCN3C(=O)C(=O)C1(O2)O)C(C)CC4CCC(C(C4)OC)OCCO)C)C)O)OC)C)C)C)OC. Cell line: MDA-MB-435. Synergy scores: CSS=7.91, Synergy_ZIP=-1.47, Synergy_Bliss=-0.455, Synergy_Loewe=-3.27, Synergy_HSA=-3.00. (4) Drug 1: CC1C(C(CC(O1)OC2CC(CC3=C2C(=C4C(=C3O)C(=O)C5=CC=CC=C5C4=O)O)(C(=O)C)O)N)O. Drug 2: CC1C(C(CC(O1)OC2CC(CC3=C2C(=C4C(=C3O)C(=O)C5=C(C4=O)C(=CC=C5)OC)O)(C(=O)CO)O)N)O.Cl. Cell line: SK-MEL-28. Synergy scores: CSS=46.5, Synergy_ZIP=-4.70, Synergy_Bliss=-2.99, Synergy_Loewe=-1.78, Synergy_HSA=-0.835. (5) Drug 1: CC12CCC3C(C1CCC2OP(=O)(O)O)CCC4=C3C=CC(=C4)OC(=O)N(CCCl)CCCl.[Na+]. Drug 2: N.N.Cl[Pt+2]Cl. Cell line: HCT-15. Synergy scores: CSS=40.6, Synergy_ZIP=-1.17, Synergy_Bliss=-0.735, Synergy_Loewe=-13.3, Synergy_HSA=1.83. (6) Drug 1: CC1=C2C(C(=O)C3(C(CC4C(C3C(C(C2(C)C)(CC1OC(=O)C(C(C5=CC=CC=C5)NC(=O)OC(C)(C)C)O)O)OC(=O)C6=CC=CC=C6)(CO4)OC(=O)C)OC)C)OC. Drug 2: CCC1=CC2CC(C3=C(CN(C2)C1)C4=CC=CC=C4N3)(C5=C(C=C6C(=C5)C78CCN9C7C(C=CC9)(C(C(C8N6C)(C(=O)OC)O)OC(=O)C)CC)OC)C(=O)OC.C(C(C(=O)O)O)(C(=O)O)O. Cell line: EKVX. Synergy scores: CSS=57.2, Synergy_ZIP=-2.19, Synergy_Bliss=-4.19, Synergy_Loewe=-2.76, Synergy_HSA=0.901. (7) Drug 1: CC1=C(C(CCC1)(C)C)C=CC(=CC=CC(=CC(=O)O)C)C. Drug 2: C1CN1C2=NC(=NC(=N2)N3CC3)N4CC4. Cell line: OVCAR-8. Synergy scores: CSS=25.0, Synergy_ZIP=-8.25, Synergy_Bliss=-2.26, Synergy_Loewe=-11.4, Synergy_HSA=-2.50.